Dataset: Reaction yield outcomes from USPTO patents with 853,638 reactions. Task: Predict the reaction yield, written as a fraction of the theoretical maximum amount of product (1.0 means a 100% yield; for example, 0.34 means a 34% yield). (1) The reactants are [CH2:1]([N:8]1[CH2:17][CH2:16][C:15]2[C:10](=[N:11][C:12](Cl)=[C:13]([NH:18][CH:19]([CH3:21])[CH3:20])[N:14]=2)[CH2:9]1)[C:2]1[CH:7]=[CH:6][CH:5]=[CH:4][CH:3]=1.Cl.[F:24][C:25]1[CH:30]=[CH:29][CH:28]=[CH:27][C:26]=1[S:31]([CH:34]1[CH2:39][CH2:38][NH:37][CH2:36][CH2:35]1)(=[O:33])=[O:32].CC(C)([O-])C.[Na+].C1C=CC(P(C2C(C3C(P(C4C=CC=CC=4)C4C=CC=CC=4)=CC=C4C=3C=CC=C4)=C3C(C=CC=C3)=CC=2)C2C=CC=CC=2)=CC=1. The catalyst is C1(C)C=CC=CC=1.C1C=CC(/C=C/C(/C=C/C2C=CC=CC=2)=O)=CC=1.C1C=CC(/C=C/C(/C=C/C2C=CC=CC=2)=O)=CC=1.C1C=CC(/C=C/C(/C=C/C2C=CC=CC=2)=O)=CC=1.[Pd].[Pd]. The product is [CH2:1]([N:8]1[CH2:17][CH2:16][C:15]2[C:10](=[N:11][C:12]([N:37]3[CH2:36][CH2:35][CH:34]([S:31]([C:26]4[CH:27]=[CH:28][CH:29]=[CH:30][C:25]=4[F:24])(=[O:33])=[O:32])[CH2:39][CH2:38]3)=[C:13]([NH:18][CH:19]([CH3:21])[CH3:20])[N:14]=2)[CH2:9]1)[C:2]1[CH:7]=[CH:6][CH:5]=[CH:4][CH:3]=1. The yield is 0.423. (2) The reactants are C(N(CC)CC)C.[Cl:8][C:9]1[NH:18][C:17](=[O:19])[C:16]2[C:11](=[CH:12][CH:13]=[CH:14][CH:15]=2)[N:10]=1.[CH3:20][N:21]([CH3:25])[CH2:22][CH2:23][NH2:24]. The catalyst is O1CCOCC1. The product is [ClH:8].[CH3:20][N:21]([CH3:25])[CH2:22][CH2:23][NH:24][C:9]1[NH:18][C:17](=[O:19])[C:16]2[C:11](=[CH:12][CH:13]=[CH:14][CH:15]=2)[N:10]=1. The yield is 0.523. (3) The reactants are [OH:1][CH2:2][C:3]([CH3:22])([CH3:21])[CH2:4][CH2:5][CH2:6][C:7](=[O:20])[CH2:8][CH2:9][CH2:10][CH2:11][C:12]([CH3:19])([CH3:18])[C:13]([O:15][CH2:16][CH3:17])=[O:14].[Cr](O[Cr]([O-])(=O)=O)([O-])(=O)=[O:24].[NH+]1C=CC=CC=1.[NH+]1C=CC=CC=1. The catalyst is CN(C=O)C.OS(O)(=O)=O.O. The product is [CH2:16]([O:15][C:13](=[O:14])[C:12]([CH3:19])([CH3:18])[CH2:11][CH2:10][CH2:9][CH2:8][C:7](=[O:20])[CH2:6][CH2:5][CH2:4][C:3]([CH3:21])([CH3:22])[C:2]([OH:24])=[O:1])[CH3:17]. The yield is 0.790. (4) The reactants are [N:1]([C:4]1[CH:5]=[CH:6][C:7]([CH3:10])=[N:8][CH:9]=1)=[C:2]=[O:3].C([O-])(O)=O.[Na+].[NH2:16][C:17]1[CH:18]=[C:19]([CH:35]=[CH:36][CH:37]=1)[CH2:20][CH2:21][N:22]1[CH2:27][CH2:26][N:25]([C:28]([O:30][C:31]([CH3:34])([CH3:33])[CH3:32])=[O:29])[CH2:24][CH2:23]1. The catalyst is CCOC(C)=O. The product is [CH3:10][C:7]1[N:8]=[CH:9][C:4]([NH:1][C:2](=[O:3])[NH:16][C:17]2[CH:18]=[C:19]([CH:35]=[CH:36][CH:37]=2)[CH2:20][CH2:21][N:22]2[CH2:23][CH2:24][N:25]([C:28]([O:30][C:31]([CH3:33])([CH3:34])[CH3:32])=[O:29])[CH2:26][CH2:27]2)=[CH:5][CH:6]=1. The yield is 0.630. (5) The reactants are C(=O)([O-])[O-].[K+].[K+].[NH2:7][C:8]1[C:23]([Cl:24])=[CH:22][C:21]([Cl:25])=[CH:20][C:9]=1[C:10]([N:12]=[S:13]([CH:17]([CH3:19])[CH3:18])[CH:14]([CH3:16])[CH3:15])=[O:11].[Cl:26][C:27]1[C:28]([N:33]2[C:37]([C:38](Cl)=[O:39])=[CH:36][C:35]([C:41]([F:44])([F:43])[F:42])=[N:34]2)=[N:29][CH:30]=[CH:31][CH:32]=1.O. The catalyst is C1(C)C=CC=CC=1. The product is [Cl:26][C:27]1[C:28]([N:33]2[C:37]([C:38]([NH:7][C:8]3[C:9]([C:10](=[O:11])[N:12]=[S:13]([CH:17]([CH3:19])[CH3:18])[CH:14]([CH3:15])[CH3:16])=[CH:20][C:21]([Cl:25])=[CH:22][C:23]=3[Cl:24])=[O:39])=[CH:36][C:35]([C:41]([F:44])([F:42])[F:43])=[N:34]2)=[N:29][CH:30]=[CH:31][CH:32]=1. The yield is 0.840. (6) The reactants are [C:1]([C:9]1[S:10][CH:11]=[CH:12][C:13]=1[C:14]([O:16]CC)=O)(=O)[C:2]1[CH:7]=[CH:6][N:5]=[CH:4][CH:3]=1.[NH2:19][NH2:20].O. The catalyst is CCO. The product is [N:5]1[CH:6]=[CH:7][C:2]([C:1]2[C:9]3[S:10][CH:11]=[CH:12][C:13]=3[C:14](=[O:16])[NH:19][N:20]=2)=[CH:3][CH:4]=1. The yield is 0.851. (7) The reactants are [O:1]1[C:5]2([CH2:10][C:9](=O)[CH2:8][CH2:7][CH2:6]2)[O:4][CH2:3][CH2:2]1.[CH2:12]([SH:19])[C:13]1[CH:18]=[CH:17][CH:16]=[CH:15][CH:14]=1.[N+:20]([CH3:23])([O-:22])=[O:21].C(N)CN. The catalyst is C(#N)C. The product is [CH2:12]([S:19][C:8]1([CH2:23][N+:20]([O-:22])=[O:21])[CH2:9][CH2:10][C:5]2([O:4][CH2:3][CH2:2][O:1]2)[CH2:6][CH2:7]1)[C:13]1[CH:18]=[CH:17][CH:16]=[CH:15][CH:14]=1. The yield is 0.720. (8) The reactants are FC(F)(F)C(O)=O.[Cl:8][C:9]1[C:10]([F:38])=[C:11]([CH:15]2[C:19]([C:22]3[CH:27]=[CH:26][C:25]([Cl:28])=[CH:24][C:23]=3[F:29])([C:20]#[N:21])[CH:18]([CH2:30][C:31]([CH3:34])([CH3:33])[CH3:32])[NH:17][CH:16]2[C:35](O)=[O:36])[CH:12]=[CH:13][CH:14]=1.[CH3:39][O:40][C:41](=[O:49])[C:42]1[CH:47]=[CH:46][C:45]([NH2:48])=[N:44][CH:43]=1.CN(C(ON1N=NC2C=CC=NC1=2)=[N+](C)C)C.F[P-](F)(F)(F)(F)F.CCN(C(C)C)C(C)C. The catalyst is C(Cl)Cl. The product is [CH3:39][O:40][C:41](=[O:49])[C:42]1[CH:47]=[CH:46][C:45]([NH:48][C:35]([C@H:16]2[C@H:15]([C:11]3[CH:12]=[CH:13][CH:14]=[C:9]([Cl:8])[C:10]=3[F:38])[C@:19]([C:22]3[CH:27]=[CH:26][C:25]([Cl:28])=[CH:24][C:23]=3[F:29])([C:20]#[N:21])[C@H:18]([CH2:30][C:31]([CH3:33])([CH3:32])[CH3:34])[NH:17]2)=[O:36])=[N:44][CH:43]=1. The yield is 0.580. (9) The reactants are [OH-].[Li+].C[O:4][C:5]([C:7]1[CH:8]=[C:9]([Cl:34])[C:10]([C:13]2[CH:14]=[N:15][C:16]([C:19]3[NH:23][C:22]4[CH:24]=[C:25]([N:28]5[CH2:33][CH2:32][O:31][CH2:30][CH2:29]5)[CH:26]=[CH:27][C:21]=4[N:20]=3)=[CH:17][CH:18]=2)=[N:11][CH:12]=1)=[O:6]. No catalyst specified. The product is [Cl:34][C:9]1[C:10]([C:13]2[CH:14]=[N:15][C:16]([C:19]3[NH:23][C:22]4[CH:24]=[C:25]([N:28]5[CH2:29][CH2:30][O:31][CH2:32][CH2:33]5)[CH:26]=[CH:27][C:21]=4[N:20]=3)=[CH:17][CH:18]=2)=[N:11][CH:12]=[C:7]([C:5]([OH:6])=[O:4])[CH:8]=1. The yield is 0.920.